Dataset: Reaction yield outcomes from USPTO patents with 853,638 reactions. Task: Predict the reaction yield, written as a fraction of the theoretical maximum amount of product (1.0 means a 100% yield; for example, 0.34 means a 34% yield). (1) The reactants are [Cl:1][C:2]1[CH:3]=[C:4]([N+:12]([O-:14])=[O:13])[C:5]([CH3:11])=[C:6]([CH:10]=1)[C:7]([OH:9])=[O:8].[C:15](=O)([O-])[O-].[Na+].[Na+].CI.O. The catalyst is CN(C=O)C.C(Cl)Cl. The product is [Cl:1][C:2]1[CH:3]=[C:4]([N+:12]([O-:14])=[O:13])[C:5]([CH3:11])=[C:6]([CH:10]=1)[C:7]([O:9][CH3:15])=[O:8]. The yield is 0.840. (2) The reactants are O1CCCC1.[Cl:6][C:7]1[CH:8]=[C:9]([CH:13]=[CH:14][N:15]=1)[C:10](O)=[O:11]. The catalyst is C(OCC)(=O)C. The product is [Cl:6][C:7]1[CH:8]=[C:9]([CH2:10][OH:11])[CH:13]=[CH:14][N:15]=1. The yield is 0.930. (3) The reactants are [O:1]1[C:5]2[CH:6]=[CH:7][C:8]([O:10][C:11]3[CH:16]=[C:15]([CH3:17])[C:14]([C:18](=O)[CH2:19]Br)=[C:13]([CH3:22])[CH:12]=3)=[CH:9][C:4]=2[O:3][CH2:2]1.[NH2:23][C:24]([NH2:26])=[S:25]. The catalyst is CCO. The product is [O:1]1[C:5]2[CH:6]=[CH:7][C:8]([O:10][C:11]3[CH:16]=[C:15]([CH3:17])[C:14]([C:18]4[N:23]=[C:24]([NH2:26])[S:25][CH:19]=4)=[C:13]([CH3:22])[CH:12]=3)=[CH:9][C:4]=2[O:3][CH2:2]1. The yield is 0.960.